This data is from Catalyst prediction with 721,799 reactions and 888 catalyst types from USPTO. The task is: Predict which catalyst facilitates the given reaction. (1) Reactant: [CH3:1][O:2][C:3]1[CH:8]=[CH:7][CH:6]=[CH:5][C:4]=1[C:9]1[C:18]2[C:13](=[CH:14][CH:15]=[C:16]([C:19]([O:21]C)=[O:20])[CH:17]=2)[O:12][C:11]([CH3:24])([CH3:23])[CH:10]=1.[OH-].[Na+].C1COCC1.Cl. Product: [CH3:1][O:2][C:3]1[CH:8]=[CH:7][CH:6]=[CH:5][C:4]=1[C:9]1[C:18]2[C:13](=[CH:14][CH:15]=[C:16]([C:19]([OH:21])=[O:20])[CH:17]=2)[O:12][C:11]([CH3:24])([CH3:23])[CH:10]=1. The catalyst class is: 5. (2) Reactant: [Br:1][C:2]1[CH:3]=[N:4][N:5]([CH3:16])[C:6]=1[NH:7][C:8](=[O:15])OCC(Cl)(Cl)Cl.[C:17]1([C:23]2[N:27]=[C:26]([N:28]3[CH2:33][CH2:32][NH:31][CH2:30][CH2:29]3)[S:25][N:24]=2)[CH:22]=[CH:21][CH:20]=[CH:19][CH:18]=1.C(N(C(C)C)CC)(C)C.O. Product: [Br:1][C:2]1[CH:3]=[N:4][N:5]([CH3:16])[C:6]=1[NH:7][C:8]([N:31]1[CH2:32][CH2:33][N:28]([C:26]2[S:25][N:24]=[C:23]([C:17]3[CH:22]=[CH:21][CH:20]=[CH:19][CH:18]=3)[N:27]=2)[CH2:29][CH2:30]1)=[O:15]. The catalyst class is: 16. (3) Reactant: Cl[CH:2]([C:14]1[CH:19]=[CH:18][CH:17]=[CH:16][CH:15]=1)[C:3]([NH:5][C:6]1[CH:11]=[C:10]([Cl:12])[CH:9]=[CH:8][C:7]=1[OH:13])=[O:4].C(=O)([O-])[O-].[K+].[K+].O.Cl. The catalyst class is: 9. Product: [Cl:12][C:10]1[CH:9]=[CH:8][C:7]2[O:13][CH:2]([C:14]3[CH:19]=[CH:18][CH:17]=[CH:16][CH:15]=3)[C:3](=[O:4])[NH:5][C:6]=2[CH:11]=1. (4) Reactant: [S:1]1[C:5]2[CH:6]=[CH:7][CH:8]=[CH:9][C:4]=2[N:3]=[CH:2]1.[Li]CCCC.[C:15]([O:19][C:20](=[O:34])[NH:21][C@H:22]1[CH2:27][CH2:26][C@H:25]([C:28](=[O:33])N(OC)C)[CH2:24][CH2:23]1)([CH3:18])([CH3:17])[CH3:16].O. Product: [C:15]([O:19][C:20](=[O:34])[NH:21][CH:22]1[CH2:23][CH2:24][CH:25]([C:28]([C:2]2[S:1][C:5]3[CH:6]=[CH:7][CH:8]=[CH:9][C:4]=3[N:3]=2)=[O:33])[CH2:26][CH2:27]1)([CH3:18])([CH3:16])[CH3:17]. The catalyst class is: 1. (5) Reactant: CS(O[CH2:6][C@H:7]1[CH2:12][CH2:11][C@H:10]([NH:13][C:14]2[C:23]3[C:18](=[CH:19][CH:20]=[C:21]([Br:24])[CH:22]=3)[N:17]=[CH:16][C:15]=2[C:25]([CH:27]2[CH2:29][CH2:28]2)=[O:26])[CH2:9][CH2:8]1)(=O)=O.[OH:30][CH:31]1[CH2:35][CH2:34][NH:33][CH2:32]1.C(N(CC)C(C)C)(C)C. Product: [Br:24][C:21]1[CH:22]=[C:23]2[C:18](=[CH:19][CH:20]=1)[N:17]=[CH:16][C:15]([C:25]([CH:27]1[CH2:28][CH2:29]1)=[O:26])=[C:14]2[NH:13][C@H:10]1[CH2:9][CH2:8][C@H:7]([CH2:6][N:33]2[CH2:34][CH2:35][CH:31]([OH:30])[CH2:32]2)[CH2:12][CH2:11]1. The catalyst class is: 10.